Dataset: Forward reaction prediction with 1.9M reactions from USPTO patents (1976-2016). Task: Predict the product of the given reaction. (1) Given the reactants [CH2:1]([N:3]([CH2:37][CH3:38])[CH2:4][CH2:5][CH2:6][NH:7][C:8]1[N:9]=[C:10]([C:27]2[CH:28]=[C:29]([CH:33]=[CH:34][C:35]=2[CH3:36])[C:30]([OH:32])=O)[C:11]2[CH:17]=[CH:16][C:15](=[O:18])[N:14]([C:19]3[C:24]([F:25])=[CH:23][CH:22]=[CH:21][C:20]=3[F:26])[C:12]=2[N:13]=1)[CH3:2].CN(C(O[N:47]1N=N[C:49]2[CH:50]=[CH:51][CH:52]=[CH:53][C:48]1=2)=[N+](C)C)C.F[P-](F)(F)(F)(F)F.C(N(CC)CC)C.NC1C=CC=CC=1, predict the reaction product. The product is: [CH2:37]([N:3]([CH2:1][CH3:2])[CH2:4][CH2:5][CH2:6][NH:7][C:8]1[N:9]=[C:10]([C:27]2[CH:28]=[C:29]([CH:33]=[CH:34][C:35]=2[CH3:36])[C:30]([NH:47][C:48]2[CH:53]=[CH:52][CH:51]=[CH:50][CH:49]=2)=[O:32])[C:11]2[CH:17]=[CH:16][C:15](=[O:18])[N:14]([C:19]3[C:24]([F:25])=[CH:23][CH:22]=[CH:21][C:20]=3[F:26])[C:12]=2[N:13]=1)[CH3:38]. (2) The product is: [Br:1][C:2]1[CH:3]=[CH:4][C:5](=[O:22])[N:6]([CH2:10][CH2:11][C:12]2[CH:21]=[CH:20][C:15]([C:16]([O:18][CH3:19])=[O:17])=[CH:14][CH:13]=2)[C:7]=1[CH2:8][N:30]1[C:31]2[C:27](=[CH:26][CH:25]=[C:24]([CH3:23])[CH:32]=2)[CH2:28][CH2:29]1. Given the reactants [Br:1][C:2]1[CH:3]=[CH:4][C:5](=[O:22])[N:6]([CH2:10][CH2:11][C:12]2[CH:21]=[CH:20][C:15]([C:16]([O:18][CH3:19])=[O:17])=[CH:14][CH:13]=2)[C:7]=1[CH2:8]Br.[CH3:23][C:24]1[CH:32]=[C:31]2[C:27]([CH2:28][CH2:29][NH:30]2)=[CH:26][CH:25]=1.C(OCC)(=O)C.O, predict the reaction product. (3) The product is: [I:6][C:7]1[CH:15]=[C:14]2[C:13](=[CH:9][CH:8]=1)[N:12]([CH2:16][CH2:17][CH3:18])[C:11](=[O:19])[C:30]2([O:31][CH3:32])[O:33][CH3:34]. Given the reactants S(=O)(=O)(O)O.[I:6][C:7]1[CH:8]=[C:9]2[C:13](=[CH:14][CH:15]=1)[N:12]([CH2:16][CH2:17][CH3:18])[C:11](=[O:19])C2=O.C(=O)([O-])O.[Na+].CO.CO[CH:30]([O:33][CH3:34])[O:31][CH3:32], predict the reaction product. (4) Given the reactants [F:1][C:2]1[CH:7]=[C:6]([F:8])[CH:5]=[CH:4][C:3]=1[N:9]=[C:10]=[O:11].[O:12]1[CH2:17][CH2:16][N:15]([CH2:18][CH2:19][CH2:20][O:21][C:22]2[CH:23]=[C:24]([CH:26]=[CH:27][CH:28]=2)[NH2:25])[CH2:14][CH2:13]1, predict the reaction product. The product is: [F:1][C:2]1[CH:7]=[C:6]([F:8])[CH:5]=[CH:4][C:3]=1[NH:9][C:10]([NH:25][C:24]1[CH:26]=[CH:27][CH:28]=[C:22]([O:21][CH2:20][CH2:19][CH2:18][N:15]2[CH2:14][CH2:13][O:12][CH2:17][CH2:16]2)[CH:23]=1)=[O:11]. (5) The product is: [C:6]([N:8]1[CH2:15][C:14]2[C:10](=[N:11][NH:12][C:13]=2[C:16]2[CH:21]=[CH:20][CH:19]=[CH:18][CH:17]=2)[CH2:9]1)(=[O:5])[CH3:23]. Given the reactants C([O:5][C:6]([N:8]1[CH2:15][C:14]2[C:10](=[N:11][NH:12][C:13]=2[C:16]2[CH:21]=[CH:20][CH:19]=[CH:18][CH:17]=2)[CH2:9]1)=O)(C)(C)C.F[C:23](F)(F)C(O)=O.C(N(C(C)C)CC)(C)C.C(Cl)(=O)C, predict the reaction product. (6) Given the reactants [C:1]([O:5][C:6]([N:8]1[CH2:22][CH2:21][C:12]2=[C:13](Cl)[N:14]3[C:18]([N:19]=[C:11]2[CH2:10][CH2:9]1)=[CH:17][CH:16]=[N:15]3)=[O:7])([CH3:4])([CH3:3])[CH3:2].CCN(C(C)C)C(C)C.[CH2:32]1[CH2:38][O:37][CH2:36][CH2:35][NH:34][CH2:33]1.Cl.O, predict the reaction product. The product is: [C:1]([O:5][C:6]([N:8]1[CH2:22][CH2:21][C:12]2=[C:13]([N:34]3[CH2:33][CH2:32][CH2:38][O:37][CH2:36][CH2:35]3)[N:14]3[C:18]([N:19]=[C:11]2[CH2:10][CH2:9]1)=[CH:17][CH:16]=[N:15]3)=[O:7])([CH3:4])([CH3:3])[CH3:2]. (7) Given the reactants Cl[C:2]1[CH:3]=[CH:4][CH:5]=[C:6]2[C:10]=1[C:9](=[O:11])[CH:8]([CH3:12])[CH2:7]2.[C:13]1(B(O)O)[C:22]2[C:17](=[CH:18][CH:19]=[CH:20][CH:21]=2)[CH:16]=[CH:15][CH:14]=1.C(=O)([O-])[O-].[Na+].[Na+].O, predict the reaction product. The product is: [CH3:12][CH:8]1[CH2:7][C:6]2[C:10](=[C:2]([C:21]3[C:22]4[C:17](=[CH:16][CH:15]=[CH:14][CH:13]=4)[CH:18]=[CH:19][CH:20]=3)[CH:3]=[CH:4][CH:5]=2)[C:9]1=[O:11].